Dataset: Full USPTO retrosynthesis dataset with 1.9M reactions from patents (1976-2016). Task: Predict the reactants needed to synthesize the given product. (1) Given the product [C:54]([O:53][C:51]([N:58]1[CH2:63][CH2:62][N:61]([C:34](=[O:36])[C:33]2[CH:32]=[CH:31][C:30]([N:27]3[C:17]4[N:18]=[C:19]([N:21]5[CH2:26][CH2:25][O:24][CH2:23][CH2:22]5)[N:20]=[C:15]([C:12]5[CH:11]=[N:10][C:9]([N:8]([CH2:7][C:6]6[CH:5]=[CH:4][C:3]([O:2][CH3:1])=[CH:50][CH:49]=6)[CH2:40][C:41]6[CH:46]=[CH:45][C:44]([O:47][CH3:48])=[CH:43][CH:42]=6)=[N:14][CH:13]=5)[C:16]=4[CH2:29][CH2:28]3)=[CH:38][CH:37]=2)[CH2:60][CH2:59]1)=[O:52])([CH3:57])([CH3:55])[CH3:56], predict the reactants needed to synthesize it. The reactants are: [CH3:1][O:2][C:3]1[CH:50]=[CH:49][C:6]([CH2:7][N:8]([CH2:40][C:41]2[CH:46]=[CH:45][C:44]([O:47][CH3:48])=[CH:43][CH:42]=2)[C:9]2[N:14]=[CH:13][C:12]([C:15]3[C:16]4[CH2:29][CH2:28][N:27]([C:30]5[CH:38]=[CH:37][C:33]([C:34]([OH:36])=O)=[CH:32][C:31]=5F)[C:17]=4[N:18]=[C:19]([N:21]4[CH2:26][CH2:25][O:24][CH2:23][CH2:22]4)[N:20]=3)=[CH:11][N:10]=2)=[CH:5][CH:4]=1.[C:51]([N:58]1[CH2:63][CH2:62][NH:61][CH2:60][CH2:59]1)([O:53][C:54]([CH3:57])([CH3:56])[CH3:55])=[O:52]. (2) Given the product [CH2:1]([O:4][C:5]1[CH:10]=[CH:9][CH:8]=[CH:7][C:6]=1[C:11]1[C:12]2[C:13]3[CH2:24][CH2:23][NH:22][CH2:21][CH2:20][C:14]=3[NH:15][C:16]=2[CH:17]=[CH:18][CH:19]=1)[CH2:2][CH2:3][CH2:26][CH2:27][CH3:28], predict the reactants needed to synthesize it. The reactants are: [CH2:1]([O:4][C:5]1[CH:10]=[CH:9][CH:8]=[CH:7][C:6]=1[C:11]1[C:12]2[C:13]3[CH2:24][CH2:23][NH:22][CH2:21][CH2:20][C:14]=3[NH:15][C:16]=2[CH:17]=[CH:18][CH:19]=1)[CH2:2][CH3:3].I[CH2:26][CH2:27][CH3:28].